From a dataset of Reaction yield outcomes from USPTO patents with 853,638 reactions. Predict the reaction yield, written as a fraction of the theoretical maximum amount of product (1.0 means a 100% yield; for example, 0.34 means a 34% yield). The reactants are Cl[C:2]1[N:10]=[CH:9][N:8]=[C:7]2[C:3]=1[NH:4][CH:5]=[N:6]2.[C:11]([O:15][C:16](=[O:24])[NH:17][CH:18]1[CH2:23][CH2:22][NH:21][CH2:20][CH2:19]1)([CH3:14])([CH3:13])[CH3:12].C(N(CC)CC)C. The catalyst is C(O)CCC. The product is [C:11]([O:15][C:16](=[O:24])[NH:17][CH:18]1[CH2:23][CH2:22][N:21]([C:2]2[N:10]=[CH:9][N:8]=[C:7]3[C:3]=2[N:4]=[CH:5][NH:6]3)[CH2:20][CH2:19]1)([CH3:14])([CH3:12])[CH3:13]. The yield is 0.780.